Predict the reaction yield, written as a fraction of the theoretical maximum amount of product (1.0 means a 100% yield; for example, 0.34 means a 34% yield). From a dataset of Reaction yield outcomes from USPTO patents with 853,638 reactions. (1) The reactants are [C:1]([C:3]1[CH:4]=[C:5]2[C:10](=[CH:11][CH:12]=1)[CH:9]([C:13]([O:15][CH2:16][CH3:17])=[O:14])[N:8]([C:18]([O:20][C:21]([CH3:24])([CH3:23])[CH3:22])=[O:19])[CH2:7][CH2:6]2)#N.O.O.[PH2]([O-])=[O:28].[Na+]. The catalyst is C(O)(=O)C.N1C=CC=CC=1.[Ni]. The product is [CH:1]([C:3]1[CH:4]=[C:5]2[C:10](=[CH:11][CH:12]=1)[CH:9]([C:13]([O:15][CH2:16][CH3:17])=[O:14])[N:8]([C:18]([O:20][C:21]([CH3:24])([CH3:23])[CH3:22])=[O:19])[CH2:7][CH2:6]2)=[O:28]. The yield is 0.850. (2) The reactants are [N:1]1[S:5][N:4]=[C:3]2[C:6]([S:10]([NH:13][C:14]3[CH:35]=[C:34]([Cl:36])[CH:33]=[CH:32][C:15]=3[C:16]([NH:18][C@@H:19]([CH2:23][C:24]3[CH:29]=[CH:28][C:27]([Cl:30])=[C:26]([Cl:31])[CH:25]=3)[C:20](O)=[O:21])=[O:17])(=[O:12])=[O:11])=[CH:7][CH:8]=[CH:9][C:2]=12.[CH2:37]([NH2:44])[C:38]1[CH:43]=[CH:42][CH:41]=[CH:40][CH:39]=1. No catalyst specified. The product is [N:1]1[S:5][N:4]=[C:3]2[C:6]([S:10]([NH:13][C:14]3[CH:35]=[C:34]([Cl:36])[CH:33]=[CH:32][C:15]=3[C:16]([NH:18][C@H:19]([C:20](=[O:21])[NH:44][CH2:37][C:38]3[CH:43]=[CH:42][CH:41]=[CH:40][CH:39]=3)[CH2:23][C:24]3[CH:29]=[CH:28][C:27]([Cl:30])=[C:26]([Cl:31])[CH:25]=3)=[O:17])(=[O:12])=[O:11])=[CH:7][CH:8]=[CH:9][C:2]=12. The yield is 0.330. (3) The catalyst is C(Cl)Cl. The product is [Cl:1][C:2]1[C:11]2[C:6](=[CH:7][CH:8]=[CH:9][CH:10]=2)[N:5]=[C:4]([C:12]2[CH:17]=[CH:16][CH:15]=[CH:14][C:13]=2[OH:18])[N:3]=1. The reactants are [Cl:1][C:2]1[C:11]2[C:6](=[CH:7][CH:8]=[CH:9][CH:10]=2)[N:5]=[C:4]([C:12]2[CH:17]=[CH:16][CH:15]=[CH:14][C:13]=2[O:18]C)[N:3]=1.B(Br)(Br)Br. The yield is 0.740. (4) The reactants are [F:10][C:9]([F:12])([F:11])[C:8]([F:14])([F:13])[C:7](O[C:7](=[O:15])[C:8]([F:14])([F:13])[C:9]([F:12])([F:11])[F:10])=[O:15].[CH3:20][O:21][C:22]1[CH:66]=[C:65]([O:67][CH3:68])[CH:64]=[C:63]([O:69][CH3:70])[C:23]=1/[CH:24]=[CH:25]/[CH:26]([S:36]([CH:39](/[CH:49]=[CH:50]/[C:51]1[C:56]([O:57][CH3:58])=[CH:55][C:54]([O:59][CH3:60])=[CH:53][C:52]=1[O:61][CH3:62])[C:40]1[CH:45]=[CH:44][C:43]([O:46][CH3:47])=[C:42]([NH2:48])[CH:41]=1)(=[O:38])=[O:37])[C:27]1[CH:32]=[CH:31][C:30]([O:33][CH3:34])=[C:29]([NH2:35])[CH:28]=1. The catalyst is ClCCl. The product is [CH3:70][O:69][C:63]1[CH:64]=[C:65]([O:67][CH3:68])[CH:66]=[C:22]([O:21][CH3:20])[C:23]=1/[CH:24]=[CH:25]/[CH:26]([S:36]([CH:39](/[CH:49]=[CH:50]/[C:51]1[C:52]([O:61][CH3:62])=[CH:53][C:54]([O:59][CH3:60])=[CH:55][C:56]=1[O:57][CH3:58])[C:40]1[CH:45]=[CH:44][C:43]([O:46][CH3:47])=[C:42]([NH:48][C:7](=[O:15])[C:8]([F:13])([F:14])[C:9]([F:10])([F:11])[F:12])[CH:41]=1)(=[O:38])=[O:37])[C:27]1[CH:32]=[CH:31][C:30]([O:33][CH3:34])=[C:29]([NH:35][C:7](=[O:15])[C:8]([F:14])([F:13])[C:9]([F:12])([F:11])[F:10])[CH:28]=1. The yield is 0.989.